This data is from Peptide-MHC class I binding affinity with 185,985 pairs from IEDB/IMGT. The task is: Regression. Given a peptide amino acid sequence and an MHC pseudo amino acid sequence, predict their binding affinity value. This is MHC class I binding data. (1) The peptide sequence is KEFTRPLISG. The MHC is HLA-B40:01 with pseudo-sequence HLA-B40:01. The binding affinity (normalized) is 0.318. (2) The peptide sequence is LMWNKQFIK. The MHC is HLA-A03:01 with pseudo-sequence HLA-A03:01. The binding affinity (normalized) is 0.831. (3) The peptide sequence is EILSNTTKT. The MHC is HLA-A02:06 with pseudo-sequence HLA-A02:06. The binding affinity (normalized) is 0.145. (4) The peptide sequence is RAMAWTVVNSI. The MHC is HLA-A02:01 with pseudo-sequence HLA-A02:01. The binding affinity (normalized) is 0.405.